From a dataset of Forward reaction prediction with 1.9M reactions from USPTO patents (1976-2016). Predict the product of the given reaction. (1) Given the reactants [CH3:1][N:2]1[CH:6]=[C:5](/[CH:7]=[CH:8]/[C:9]([O:11][CH2:12][CH3:13])=[O:10])[N:4]=[CH:3]1, predict the reaction product. The product is: [CH3:1][N:2]1[CH:6]=[C:5]([CH2:7][CH2:8][C:9]([O:11][CH2:12][CH3:13])=[O:10])[N:4]=[CH:3]1. (2) The product is: [NH2:18][CH2:17][C@H:16]([N:12]1[CH:13]=[CH:14][C:10]([C:8]2[CH:7]=[CH:6][C:3]([C:4]#[N:5])=[C:2]([Cl:1])[CH:9]=2)=[N:11]1)[CH3:26]. Given the reactants [Cl:1][C:2]1[CH:9]=[C:8]([C:10]2[CH:14]=[CH:13][NH:12][N:11]=2)[CH:7]=[CH:6][C:3]=1[C:4]#[N:5].O[C@H:16]([CH3:26])[CH2:17][NH:18]C(=O)OC(C)(C)C, predict the reaction product. (3) Given the reactants [CH3:1][C:2]12[CH2:17][N:16](C(OC(C)(C)C)=O)[CH2:15][CH2:14][CH:3]1[N:4]1[CH2:13][CH2:12][O:11][C:6]3[CH:7]=[CH:8][CH:9]=[C:10]2[C:5]1=3.FC(F)(F)C(O)=O.[OH-].[Na+], predict the reaction product. The product is: [CH3:1][C:2]12[CH2:17][NH:16][CH2:15][CH2:14][CH:3]1[N:4]1[CH2:13][CH2:12][O:11][C:6]3[CH:7]=[CH:8][CH:9]=[C:10]2[C:5]1=3. (4) The product is: [CH3:46][N:48]([CH3:51])[CH2:49][CH2:31][CH2:30][O:29][C:27]1[CH:38]=[CH:37][C:36]([S:39]([NH2:42])(=[O:41])=[O:40])=[CH:35][C:34]=1[N+:43]([O-:45])=[O:44]. Given the reactants C1(P(C2C=CC=CC=2)C2C=CC=CC=2)C=CC=CC=1.[CH3:31][CH2:30][O:29][C:27](/N=N/[C:27]([O:29][CH2:30][CH3:31])=O)=O.OC1[CH:38]=[CH:37][C:36]([S:39]([NH2:42])(=[O:41])=[O:40])=[CH:35][C:34]=1[N+:43]([O-:45])=[O:44].[CH2:46]([N:48]([CH2:51]C)[CH2:49]C)C, predict the reaction product. (5) Given the reactants Cl[C:2]1[N:7]=[C:6]([C:8]2[CH:13]=[CH:12][CH:11]=[CH:10][CH:9]=2)[N:5]=[C:4]([NH:14][C:15]2[CH:20]=[CH:19][CH:18]=[CH:17][CH:16]=2)[N:3]=1.[C:21](=[O:28])([O:23][C:24]([CH3:27])([CH3:26])[CH3:25])[NH2:22].CC(C1C=C(C(C)C)C(C2C=CC=CC=2P(C2CCCCC2)C2CCCCC2)=C(C(C)C)C=1)C.C([O-])([O-])=O.[Cs+].[Cs+], predict the reaction product. The product is: [C:8]1([C:6]2[N:5]=[C:4]([NH:14][C:15]3[CH:20]=[CH:19][CH:18]=[CH:17][CH:16]=3)[N:3]=[C:2]([NH:22][C:21](=[O:28])[O:23][C:24]([CH3:27])([CH3:26])[CH3:25])[N:7]=2)[CH:13]=[CH:12][CH:11]=[CH:10][CH:9]=1.